Regression. Given two drug SMILES strings and cell line genomic features, predict the synergy score measuring deviation from expected non-interaction effect. From a dataset of NCI-60 drug combinations with 297,098 pairs across 59 cell lines. (1) Drug 2: CCC1=C2CN3C(=CC4=C(C3=O)COC(=O)C4(CC)O)C2=NC5=C1C=C(C=C5)O. Synergy scores: CSS=83.2, Synergy_ZIP=0.0277, Synergy_Bliss=0.195, Synergy_Loewe=-0.878, Synergy_HSA=2.60. Drug 1: CC1C(C(CC(O1)OC2CC(CC3=C2C(=C4C(=C3O)C(=O)C5=C(C4=O)C(=CC=C5)OC)O)(C(=O)C)O)N)O.Cl. Cell line: SR. (2) Drug 1: CCCS(=O)(=O)NC1=C(C(=C(C=C1)F)C(=O)C2=CNC3=C2C=C(C=N3)C4=CC=C(C=C4)Cl)F. Drug 2: C1=NC2=C(N=C(N=C2N1C3C(C(C(O3)CO)O)F)Cl)N. Cell line: OVCAR-8. Synergy scores: CSS=41.6, Synergy_ZIP=1.78, Synergy_Bliss=-0.299, Synergy_Loewe=-26.1, Synergy_HSA=-1.46. (3) Drug 1: C(=O)(N)NO. Drug 2: CCCCCOC(=O)NC1=NC(=O)N(C=C1F)C2C(C(C(O2)C)O)O. Cell line: TK-10. Synergy scores: CSS=1.49, Synergy_ZIP=-0.372, Synergy_Bliss=-1.43, Synergy_Loewe=-0.544, Synergy_HSA=-2.55. (4) Drug 1: COC1=NC(=NC2=C1N=CN2C3C(C(C(O3)CO)O)O)N. Drug 2: B(C(CC(C)C)NC(=O)C(CC1=CC=CC=C1)NC(=O)C2=NC=CN=C2)(O)O. Cell line: ACHN. Synergy scores: CSS=44.3, Synergy_ZIP=3.77, Synergy_Bliss=1.95, Synergy_Loewe=-43.1, Synergy_HSA=-6.33. (5) Drug 1: C1CN1C2=NC(=NC(=N2)N3CC3)N4CC4. Drug 2: CC1C(C(CC(O1)OC2CC(CC3=C2C(=C4C(=C3O)C(=O)C5=CC=CC=C5C4=O)O)(C(=O)C)O)N)O. Cell line: UACC-257. Synergy scores: CSS=61.9, Synergy_ZIP=-4.76, Synergy_Bliss=1.62, Synergy_Loewe=6.21, Synergy_HSA=7.15. (6) Drug 1: CN(CCCl)CCCl.Cl. Drug 2: CN(C(=O)NC(C=O)C(C(C(CO)O)O)O)N=O. Cell line: OVCAR-4. Synergy scores: CSS=-1.60, Synergy_ZIP=0.578, Synergy_Bliss=-2.01, Synergy_Loewe=-3.38, Synergy_HSA=-3.69. (7) Drug 1: COC1=C(C=C2C(=C1)N=CN=C2NC3=CC(=C(C=C3)F)Cl)OCCCN4CCOCC4. Drug 2: N.N.Cl[Pt+2]Cl. Cell line: OVCAR-4. Synergy scores: CSS=16.4, Synergy_ZIP=-5.87, Synergy_Bliss=-2.71, Synergy_Loewe=-5.67, Synergy_HSA=-1.98.